Dataset: TCR-epitope binding with 47,182 pairs between 192 epitopes and 23,139 TCRs. Task: Binary Classification. Given a T-cell receptor sequence (or CDR3 region) and an epitope sequence, predict whether binding occurs between them. (1) Result: 0 (the TCR does not bind to the epitope). The epitope is MLNIPSINV. The TCR CDR3 sequence is CASSSLPQHTDTQYF. (2) The epitope is QARQMVQAMRTIGTHP. The TCR CDR3 sequence is CASSYSMGDGNSPLHF. Result: 0 (the TCR does not bind to the epitope). (3) The epitope is KLSYGIATV. The TCR CDR3 sequence is CASSQESLAGGPWEQFF. Result: 1 (the TCR binds to the epitope). (4) The epitope is RLRAEAQVK. The TCR CDR3 sequence is CASSSRGYNEQFF. Result: 1 (the TCR binds to the epitope).